This data is from Reaction yield outcomes from USPTO patents with 853,638 reactions. The task is: Predict the reaction yield, written as a fraction of the theoretical maximum amount of product (1.0 means a 100% yield; for example, 0.34 means a 34% yield). (1) The reactants are [CH2:1]([N:3]([CH2:15][CH3:16])[C:4]1[CH:9]=[CH:8][C:7]([C:10]2[S:11][CH:12]=[CH:13][N:14]=2)=[CH:6][CH:5]=1)[CH3:2].[N+:17]([O-])([OH:19])=[O:18]. The catalyst is S(=O)(=O)(O)O. The product is [CH2:15]([N:3]([CH2:1][CH3:2])[C:4]1[CH:5]=[CH:6][C:7]([C:10]2[S:11][C:12]([N+:17]([O-:19])=[O:18])=[CH:13][N:14]=2)=[CH:8][CH:9]=1)[CH3:16]. The yield is 0.440. (2) The reactants are [CH2:1]([O:8][CH2:9][C:10]1[CH:17]=[C:16]([O:18][CH2:19][O:20][CH3:21])[CH:15]=[C:14]([O:22][CH2:23][O:24][CH3:25])[C:11]=1[CH:12]=[O:13])[C:2]1[CH:7]=[CH:6][CH:5]=[CH:4][CH:3]=1.CC(=CC)C.Cl([O-])=[O:32].[Na+].P([O-])(O)(O)=O.[Na+]. The catalyst is C(O)(C)(C)C.O. The product is [CH2:1]([O:8][CH2:9][C:10]1[CH:17]=[C:16]([O:18][CH2:19][O:20][CH3:21])[CH:15]=[C:14]([O:22][CH2:23][O:24][CH3:25])[C:11]=1[C:12]([OH:32])=[O:13])[C:2]1[CH:3]=[CH:4][CH:5]=[CH:6][CH:7]=1. The yield is 1.00. (3) The reactants are C(O)(C(F)(F)F)=O.CC([N:12]([CH2:16][C@@H:17]([NH:25][C:26]([C:28]1[S:29][CH:30]=[C:31]([C:33]2[N:37]([CH3:38])[N:36]=[CH:35][N:34]=2)[CH:32]=1)=[O:27])[CH2:18][C:19]1[CH:24]=[CH:23][CH:22]=[CH:21][CH:20]=1)C(=O)[O-])(C)C. The catalyst is C(Cl)Cl. The product is [NH2:12][CH2:16][C@@H:17]([NH:25][C:26]([C:28]1[S:29][CH:30]=[C:31]([C:33]2[N:37]([CH3:38])[N:36]=[CH:35][N:34]=2)[CH:32]=1)=[O:27])[CH2:18][C:19]1[CH:24]=[CH:23][CH:22]=[CH:21][CH:20]=1. The yield is 0.870. (4) The reactants are Br[C:2]1[CH:3]=[CH:4][C:5]([O:8][C:9]2[CH:21]=[CH:20][C:12]([CH2:13][NH:14][CH2:15][CH2:16][CH:17]([CH3:19])[CH3:18])=[CH:11][CH:10]=2)=[N:6][CH:7]=1.[C:22]([NH2:25])(=[O:24])[CH3:23].N[C@@H]1CCCC[C@H]1N.C([O-])([O-])=O.[K+].[K+]. The catalyst is O1CCOCC1.[Cu]I. The product is [CH3:18][CH:17]([CH3:19])[CH2:16][CH2:15][NH:14][CH2:13][C:12]1[CH:20]=[CH:21][C:9]([O:8][C:5]2[N:6]=[CH:7][C:2]([NH:25][C:22](=[O:24])[CH3:23])=[CH:3][CH:4]=2)=[CH:10][CH:11]=1. The yield is 0.0500.